From a dataset of Catalyst prediction with 721,799 reactions and 888 catalyst types from USPTO. Predict which catalyst facilitates the given reaction. (1) Reactant: C[O:2][C:3](=O)[C:4]([CH3:21])([CH3:20])[CH2:5][C@H:6]1[CH2:10][O:9][C:8]([CH3:12])([CH3:11])[N:7]1[C:13]([O:15][C:16]([CH3:19])([CH3:18])[CH3:17])=[O:14].[H-].[H-].[H-].[H-].[Li+].[Al+3].O. Product: [OH:2][CH2:3][C:4]([CH3:21])([CH3:20])[CH2:5][C@H:6]1[CH2:10][O:9][C:8]([CH3:12])([CH3:11])[N:7]1[C:13]([O:15][C:16]([CH3:19])([CH3:18])[CH3:17])=[O:14]. The catalyst class is: 1. (2) Reactant: Br[C:2]1[C:11]2[C:6](=[CH:7][CH:8]=[C:9]([O:12][CH3:13])[CH:10]=2)[C:5](=[O:14])[NH:4][CH:3]=1.[CH3:15][N:16]1[CH2:21][CH2:20][NH:19][CH2:18][CH2:17]1.CCN(C(C)C)C(C)C. The catalyst class is: 196. Product: [CH3:13][O:12][C:9]1[CH:10]=[C:11]2[C:6](=[CH:7][CH:8]=1)[C:5](=[O:14])[NH:4][CH:3]=[C:2]2[N:19]1[CH2:20][CH2:21][N:16]([CH3:15])[CH2:17][CH2:18]1. (3) Product: [CH3:13][O:14][C:15]1[CH:22]=[CH:21][C:18]([CH2:19][NH:20][CH2:7][C:6]2[CH:9]=[C:2]([Br:1])[CH:3]=[CH:4][C:5]=2[N+:10]([O-:12])=[O:11])=[CH:17][CH:16]=1. The catalyst class is: 585. Reactant: [Br:1][C:2]1[CH:3]=[CH:4][C:5]([N+:10]([O-:12])=[O:11])=[C:6]([CH:9]=1)[CH:7]=O.[CH3:13][O:14][C:15]1[CH:22]=[CH:21][C:18]([CH2:19][NH2:20])=[CH:17][CH:16]=1.[BH-](OC(C)=O)(OC(C)=O)OC(C)=O.[Na+]. (4) Product: [CH:12]1([CH2:11][CH2:10][CH2:9][C@@H:8]([C:18]2[O:22][N:21]=[C:20]([C:23]([N:37]3[CH2:38][CH2:39][C:40]4[N:31]=[CH:32][CH:33]=[CH:34][C:35]=4[CH2:36]3)=[O:24])[N:19]=2)[CH2:7][C:6]([O:5][C:1]([CH3:3])([CH3:4])[CH3:2])=[O:28])[CH2:13][CH2:14][CH2:15][CH2:16][CH2:17]1. The catalyst class is: 8. Reactant: [C:1]([O:5][C:6](=[O:28])[CH2:7][C@H:8]([C:18]1[O:22][N:21]=[C:20]([C:23](OCC)=[O:24])[N:19]=1)[CH2:9][CH2:10][CH2:11][CH:12]1[CH2:17][CH2:16][CH2:15][CH2:14][CH2:13]1)([CH3:4])([CH3:3])[CH3:2].Cl.Cl.[N:31]1[C:40]2[CH2:39][CH2:38][NH:37][CH2:36][C:35]=2[CH:34]=[CH:33][CH:32]=1.C(N(CC)CC)C. (5) Reactant: [N:1]12[CH2:8][CH2:7][C:4]([C:9]([C:17]3[CH:22]=[CH:21][CH:20]=[CH:19][CH:18]=3)([C:11]3[CH:16]=[CH:15][CH:14]=[CH:13][CH:12]=3)[OH:10])([CH2:5][CH2:6]1)[CH2:3][CH2:2]2.[Br:23][CH2:24][CH2:25][CH2:26][CH2:27][CH:28]=[CH2:29]. The catalyst class is: 23. Product: [Br-:23].[CH2:29]([N+:1]12[CH2:6][CH2:5][C:4]([C:9]([OH:10])([C:17]3[CH:22]=[CH:21][CH:20]=[CH:19][CH:18]=3)[C:11]3[CH:12]=[CH:13][CH:14]=[CH:15][CH:16]=3)([CH2:3][CH2:2]1)[CH2:7][CH2:8]2)[CH2:28][CH2:27][CH2:26][CH:25]=[CH2:24].